From a dataset of Reaction yield outcomes from USPTO patents with 853,638 reactions. Predict the reaction yield, written as a fraction of the theoretical maximum amount of product (1.0 means a 100% yield; for example, 0.34 means a 34% yield). (1) The reactants are [Cl:1][C:2]1[CH:3]=[CH:4][C:5]([NH2:8])=[N:6][CH:7]=1.[Cl:9][C:10]1[CH:11]=[C:12]([CH:15]=[CH:16][CH:17]=1)[CH:13]=O.O.C1(C)C=CC(S(O)(=O)=O)=CC=1.[N+:30]([CH:32]1[CH2:34][CH2:33]1)#[C-:31]. The catalyst is CO. The product is [Cl:1][C:2]1[CH:3]=[CH:4][C:5]2[N:6]([C:31]([NH:30][CH:32]3[CH2:34][CH2:33]3)=[C:13]([C:12]3[CH:15]=[CH:16][CH:17]=[C:10]([Cl:9])[CH:11]=3)[N:8]=2)[CH:7]=1. The yield is 0.182. (2) The reactants are [CH:1]([N:4]1[C:8]([C:9]2[N:18]=[C:17]3[N:11]([CH2:12][CH2:13][O:14][C:15]4[CH:22]=[C:21](OS(C(F)(F)F)(=O)=O)[N:20]=[CH:19][C:16]=43)[CH:10]=2)=[N:7][CH:6]=[N:5]1)([CH3:3])[CH3:2].C(=O)([O-])[O-].[Na+].[Na+].C1(P(C2C=CC=CC=2)C2C=CC=CC=2)C=CC=CC=1.[C:56]([O:60][C:61]([N:63]1[CH2:68][CH:67]=[C:66](B2OC(C)(C)C(C)(C)O2)[CH2:65][CH2:64]1)=[O:62])([CH3:59])([CH3:58])[CH3:57]. The catalyst is CN(C=O)C.C(=CC(C=CC1C=CC=CC=1)=O)C1C=CC=CC=1.C(=CC(C=CC1C=CC=CC=1)=O)C1C=CC=CC=1.[Pd]. The product is [C:56]([O:60][C:61]([N:63]1[CH2:64][CH:65]=[C:66]([C:21]2[N:20]=[CH:19][C:16]3[C:17]4[N:11]([CH2:12][CH2:13][O:14][C:15]=3[CH:22]=2)[CH:10]=[C:9]([C:8]2[N:4]([CH:1]([CH3:3])[CH3:2])[N:5]=[CH:6][N:7]=2)[N:18]=4)[CH2:67][CH2:68]1)=[O:62])([CH3:59])([CH3:57])[CH3:58]. The yield is 0.450. (3) The reactants are [CH2:1]([N:3]1[C:12]2[C:7](=[CH:8][CH:9]=[C:10]([O:23][CH2:24][C:25]3[CH:30]=[CH:29][C:28]([O:31][CH3:32])=[CH:27][CH:26]=3)[C:11]=2[O:13][CH2:14][C:15]2[CH:20]=[CH:19][C:18]([O:21][CH3:22])=[CH:17][CH:16]=2)[C:6](=[O:33])[C:5]([CH2:34][OH:35])=[CH:4]1)[CH3:2]. The catalyst is ClCCl.[O-2].[O-2].[Mn+4]. The product is [CH2:1]([N:3]1[C:12]2[C:7](=[CH:8][CH:9]=[C:10]([O:23][CH2:24][C:25]3[CH:26]=[CH:27][C:28]([O:31][CH3:32])=[CH:29][CH:30]=3)[C:11]=2[O:13][CH2:14][C:15]2[CH:16]=[CH:17][C:18]([O:21][CH3:22])=[CH:19][CH:20]=2)[C:6](=[O:33])[C:5]([CH:34]=[O:35])=[CH:4]1)[CH3:2]. The yield is 0.628. (4) The reactants are [Si]([O:8][CH2:9][CH2:10][O:11][NH:12][C:13](=[O:33])[C:14]1[CH:19]=[C:18]([CH:20]=[O:21])[C:17]([F:22])=[C:16]([F:23])[C:15]=1[NH:24][C:25]1[CH:30]=[CH:29][C:28]([I:31])=[CH:27][C:26]=1[F:32])(C(C)(C)C)(C)C.O.C1(C)C=CC(S(O)(=O)=O)=CC=1. The catalyst is O1CCCC1.O. The product is [F:23][C:16]1[C:15]([NH:24][C:25]2[CH:30]=[CH:29][C:28]([I:31])=[CH:27][C:26]=2[F:32])=[C:14]([CH:19]=[C:18]([CH:20]=[O:21])[C:17]=1[F:22])[C:13]([NH:12][O:11][CH2:10][CH2:9][OH:8])=[O:33]. The yield is 0.720. (5) The catalyst is C(Cl)Cl.CO.C(Cl)Cl.CO. The yield is 0.960. The product is [NH2:46][C:43]1[N:44]=[CH:45][C:40]([C:29]2[N:28]=[C:27]3[C:32]([N:33]=[C:25]([N:20]4[CH2:21][C@@H:22]([CH3:24])[N:23]([C:13](=[O:14])[CH:12]([OH:11])[CH3:16])[C@@H:18]([CH3:17])[CH2:19]4)[N:26]3[CH2:47][C:48]([F:50])([F:49])[F:51])=[C:31]([N:34]3[CH2:35][CH2:36][O:37][CH2:38][CH2:39]3)[N:30]=2)=[CH:41][N:42]=1. The reactants are C(N(CC)CC)C.C([O:11][C@@H:12]([CH3:16])[C:13](Cl)=[O:14])(=O)C.[CH3:17][C@H:18]1[NH:23][C@@H:22]([CH3:24])[CH2:21][N:20]([C:25]2[N:26]([CH2:47][C:48]([F:51])([F:50])[F:49])[C:27]3[C:32]([N:33]=2)=[C:31]([N:34]2[CH2:39][CH2:38][O:37][CH2:36][CH2:35]2)[N:30]=[C:29]([C:40]2[CH:41]=[N:42][C:43]([NH2:46])=[N:44][CH:45]=2)[N:28]=3)[CH2:19]1.C[O-].[Na+].CO. (6) The reactants are [OH:1][NH2:2].C([O:5][C:6](=O)[CH2:7][CH2:8][CH2:9][CH2:10][CH2:11][CH2:12][N:13]([C:20]1[CH:25]=[C:24]([O:26][CH3:27])[CH:23]=[CH:22][N:21]=1)[C:14]1[CH:19]=[CH:18][CH:17]=[CH:16][N:15]=1)C. The catalyst is CN(C=O)C.CO. The product is [OH:1][NH:2][C:6](=[O:5])[CH2:7][CH2:8][CH2:9][CH2:10][CH2:11][CH2:12][N:13]([C:20]1[CH:25]=[C:24]([O:26][CH3:27])[CH:23]=[CH:22][N:21]=1)[C:14]1[CH:19]=[CH:18][CH:17]=[CH:16][N:15]=1. The yield is 0.840. (7) The reactants are [CH2:1]([O:8][C:9]([C:11]1[CH:12]=[C:13]2[C:18](=[CH:19][CH:20]=1)[N:17]=[C:16]([NH2:21])[CH:15]=[CH:14]2)=[O:10])[C:2]1[CH:7]=[CH:6][CH:5]=[CH:4][CH:3]=1.[C:22]([C:26]1[CH:31]=[CH:30][C:29]([C:32]2[C:33]([C:38](O)=[O:39])=[CH:34][CH:35]=[CH:36][CH:37]=2)=[CH:28][CH:27]=1)([CH3:25])([CH3:24])[CH3:23].Cl.CN(C)CCCN=C=NCC. The catalyst is C(Cl)Cl.CN(C)C1C=CN=CC=1.C([O-])(O)=O.[Na+]. The product is [CH2:1]([O:8][C:9]([C:11]1[CH:12]=[C:13]2[C:18](=[CH:19][CH:20]=1)[N:17]=[C:16]([NH:21][C:38]([C:33]1[C:32]([C:29]3[CH:28]=[CH:27][C:26]([C:22]([CH3:25])([CH3:24])[CH3:23])=[CH:31][CH:30]=3)=[CH:37][CH:36]=[CH:35][CH:34]=1)=[O:39])[CH:15]=[CH:14]2)=[O:10])[C:2]1[CH:3]=[CH:4][CH:5]=[CH:6][CH:7]=1. The yield is 0.790.